Dataset: Reaction yield outcomes from USPTO patents with 853,638 reactions. Task: Predict the reaction yield, written as a fraction of the theoretical maximum amount of product (1.0 means a 100% yield; for example, 0.34 means a 34% yield). (1) The reactants are C([N:8]1[CH2:17][CH2:16][C:15]2[C:14]([C:18]3[CH:23]=[CH:22][CH:21]=[CH:20][N:19]=3)=[N:13][CH:12]=[N:11][C:10]=2[CH2:9]1)C1C=CC=CC=1.C(N(CC)C(C)C)(C)C.[Cl:33]C(OC(Cl)C)=O.C(=O)(O)[O-].[Na+]. The catalyst is ClCCl.C(=O)([O-])[O-].[Na+].[Na+].C(Cl)(Cl)Cl. The product is [ClH:33].[N:19]1[CH:20]=[CH:21][CH:22]=[CH:23][C:18]=1[C:14]1[C:15]2[CH2:16][CH2:17][NH:8][CH2:9][C:10]=2[N:11]=[CH:12][N:13]=1. The yield is 0.530. (2) The reactants are [C:1]([C:4]1[S:8][CH:7]=[C:6]([C:9]([O:11][CH3:12])=[O:10])[C:5]=1[CH3:13])(=[O:3])[CH3:2].[BH4-].[Na+]. The catalyst is C1COCC1. The product is [OH:3][CH:1]([C:4]1[S:8][CH:7]=[C:6]([C:9]([O:11][CH3:12])=[O:10])[C:5]=1[CH3:13])[CH3:2]. The yield is 0.820. (3) The reactants are [Br:1][C:2]1[CH:7]=[CH:6][C:5]([CH2:8][NH2:9])=[C:4]([F:10])[CH:3]=1.[C:11]([C:15]1[CH:23]=[CH:22][C:18]([C:19](Cl)=[O:20])=[CH:17][CH:16]=1)([CH3:14])([CH3:13])[CH3:12].C(N(CC)CC)C. The catalyst is C(Cl)Cl. The product is [Br:1][C:2]1[CH:7]=[CH:6][C:5]([CH2:8][NH:9][C:19](=[O:20])[C:18]2[CH:22]=[CH:23][C:15]([C:11]([CH3:13])([CH3:12])[CH3:14])=[CH:16][CH:17]=2)=[C:4]([F:10])[CH:3]=1. The yield is 0.967. (4) The reactants are C1(O)C=CC=CC=1.C1(S)C=CC=CC=1.C[O:16][C:17]1[CH:22]=[C:21]([N:23]2[CH:27]=[CH:26][CH:25]=[N:24]2)[CH:20]=[CH:19][C:18]=1[C:28]1[N:29]=[N:30][C:31]([O:34][CH:35]2[CH2:39][CH2:38][NH:37][CH2:36]2)=[CH:32][CH:33]=1.C([O-])([O-])=O.[K+].[K+]. The product is [N:23]1([C:21]2[CH:20]=[CH:19][C:18]([C:28]3[N:29]=[N:30][C:31]([O:34][CH:35]4[CH2:39][CH2:38][NH:37][CH2:36]4)=[CH:32][CH:33]=3)=[C:17]([OH:16])[CH:22]=2)[CH:27]=[CH:26][CH:25]=[N:24]1. The yield is 0.680. The catalyst is CN1C(=O)CCC1. (5) The reactants are [CH3:1][O:2][C:3]([CH:5]1[CH2:9][CH2:8][CH2:7][N:6]1[C:10]([O:12][C:13]([CH3:16])([CH3:15])[CH3:14])=[O:11])=[O:4].[Li+].C[Si]([N-][Si](C)(C)C)(C)C.I[CH2:28][CH2:29][CH2:30][CH3:31]. The catalyst is C1COCC1. The product is [CH3:1][O:2][C:3]([C:5]1([CH2:28][CH2:29][CH2:30][CH3:31])[CH2:9][CH2:8][CH2:7][N:6]1[C:10]([O:12][C:13]([CH3:16])([CH3:15])[CH3:14])=[O:11])=[O:4]. The yield is 0.690.